Dataset: Forward reaction prediction with 1.9M reactions from USPTO patents (1976-2016). Task: Predict the product of the given reaction. (1) Given the reactants [OH:1][C:2]1([CH3:16])[CH2:5][CH:4]([NH:6]C(=O)OC(C)(C)C)[C:3]1([CH3:15])[CH3:14].FC(F)(F)C(O)=O, predict the reaction product. The product is: [NH2:6][CH:4]1[CH2:5][C:2]([CH3:16])([OH:1])[C:3]1([CH3:15])[CH3:14]. (2) The product is: [CH3:21][Si:22]([O:20][CH:14]1[CH2:19][CH2:18][CH2:17][CH2:16][CH2:15]1)([CH3:29])[C:23]1[CH:28]=[CH:27][CH:26]=[CH:25][CH:24]=1. Given the reactants CCCCCCCCCCCCC.[C:14]1(=[O:20])[CH2:19][CH2:18][CH2:17][CH2:16][CH2:15]1.[CH3:21][SiH:22]([CH3:29])[C:23]1[CH:28]=[CH:27][CH:26]=[CH:25][CH:24]=1, predict the reaction product. (3) Given the reactants F[C:2]1[CH:3]=[C:4]([CH2:9][C:10]([C:12]2[CH:17]=[CH:16][CH:15]=[CH:14][CH:13]=2)=[O:11])[CH:5]=[CH:6][C:7]=1F.[Br:18]C1C=CC=C(Br)C=1, predict the reaction product. The product is: [Br:18][C:14]1[CH:13]=[C:12]([C:10](=[O:11])[CH2:9][C:4]2[CH:5]=[CH:6][CH:7]=[CH:2][CH:3]=2)[CH:17]=[CH:16][CH:15]=1.